This data is from CYP3A4 inhibition data for predicting drug metabolism from PubChem BioAssay. The task is: Regression/Classification. Given a drug SMILES string, predict its absorption, distribution, metabolism, or excretion properties. Task type varies by dataset: regression for continuous measurements (e.g., permeability, clearance, half-life) or binary classification for categorical outcomes (e.g., BBB penetration, CYP inhibition). Dataset: cyp3a4_veith. (1) The result is 0 (non-inhibitor). The drug is O=C(O)CSc1ccc(N=C=S)cc1. (2) The molecule is Cc1cccc(CNc2ncncc2-c2cccnc2)c1. The result is 1 (inhibitor). (3) The result is 0 (non-inhibitor). The drug is O=C1C2=CC[C@H]3C(=O)N(C[C@@H]4CCCO4)C(=O)[C@@H]3[C@@H]2[C@H](O)[C@@H]2O[C@H]12. (4) The compound is O=C(N/N=C\c1cn(-c2ccccc2)nc1-c1ccccc1)c1ccc(Br)o1. The result is 1 (inhibitor). (5) The molecule is Cc1c(C(=O)Nc2ccc(OC(F)(F)F)cc2)sc2nc3n(c(=O)c12)CCC3. The result is 0 (non-inhibitor). (6) The molecule is Cc1ccccc1NC(=O)CSc1nc(N2CCCCC2)nc(N2CCCCC2)n1. The result is 1 (inhibitor).